Binary Classification. Given a miRNA mature sequence and a target amino acid sequence, predict their likelihood of interaction. From a dataset of Experimentally validated miRNA-target interactions with 360,000+ pairs, plus equal number of negative samples. (1) The miRNA is hsa-miR-130b-3p with sequence CAGUGCAAUGAUGAAAGGGCAU. The protein sequence of the target gene is MQIFVKTLTGKTITLEVEPSDTIENVKAKIQDKEGIPPDQQRLIFAGKQLEDGRTLSDYNIQKESTLHLVLRLRGGMQIFVKTLTGKTITLEVEPSDTIENVKAKIQDKEGIPPDQQRLIFAGKQLEDGRTLSDYNIQKESTLHLVLRLRGGMQIFVKTLTGKTITLEVEPSDTIENVKAKIQDKEGIPPDQQRLIFAGKQLEDGRTLSDYNIQKESTLHLVLRLRGGC. Result: 1 (interaction). (2) The miRNA is hsa-miR-429 with sequence UAAUACUGUCUGGUAAAACCGU. The protein sequence of the target gene is MSAAAAPAAEGEDAPVPPSSEKEPEMPGPREESEEEEEDDEDDDEEDEEEEKEKSLIVEGKREKKKVERLTMQVSSLQREPFTVTQGKGQKLCEIERIHFFLSKKKPDELRNLHKLLYNRPGTVSSLKKNVGQFSGFPFEKGSTQYKKKEEMLKKFRNAMLKSICEVLDLERSGVNSELVKRILNFLMHPKPSGKPLPKSKKSSSKGSKKERNSSGTTRKSKQTKCPEILSDESSSDEDEKKNKEESSEDEEKESEEEQPPKKTSKKEKAKQKATAKSKKSVKSANVKKADSSTTKKNQK.... Result: 0 (no interaction). (3) The miRNA is hsa-miR-3156-5p with sequence AAAGAUCUGGAAGUGGGAGACA. The protein sequence of the target gene is MSFIFEWIYNGFSSVLQFLGLYKKSGKLVFLGLDNAGKTTLLHMLKDDRLGQHVPTLHPTSEELTIAGMTFTTFDLGGHEQARRVWKNYLPAINGIVFLVDCADHSRLVESKVELNALMTDETISNVPILILGNKIDRTDAISEEKLREIFGLYGQTTGKGNVTLKELNARPMEVFMCSVLKRQGYGEGFRWLSQYID. Result: 1 (interaction). (4) The miRNA is mmu-miR-1199-5p with sequence UCUGAGUCCCGGUCGCGCGG. The protein sequence of the target gene is MNSLLSRANSLFAFTLSVMAALTLGCILTTAFKDRSAPVRLHVSRILLKKVEDFTGPRKKSDLGFITFHISADLEKTFDWNVKQLFLYLSAEYSTKSNAVNQVVLWDKILLRGENPKLNLKDVKSKYFFFDDGHGLKGNRNVTLTLSWQVIPIAGILPLVTGSGRVSVPFPDSYEIATTF. Result: 0 (no interaction).